Predict the reactants needed to synthesize the given product. From a dataset of Full USPTO retrosynthesis dataset with 1.9M reactions from patents (1976-2016). (1) Given the product [CH2:24]([C:31]1[S:35][C:34]([NH:36][C:19]([C:18]2[CH:17]=[CH:16][C:15]([CH:12]3[CH2:13][CH2:14][CH:9]([CH2:8][C:6]([O:5][C:1]([CH3:4])([CH3:3])[CH3:2])=[O:7])[CH2:10][CH2:11]3)=[CH:23][CH:22]=2)=[O:21])=[N:33][N:32]=1)[C:25]1[CH:26]=[CH:27][CH:28]=[CH:29][CH:30]=1, predict the reactants needed to synthesize it. The reactants are: [C:1]([O:5][C:6]([CH2:8][CH:9]1[CH2:14][CH2:13][CH:12]([C:15]2[CH:23]=[CH:22][C:18]([C:19]([OH:21])=O)=[CH:17][CH:16]=2)[CH2:11][CH2:10]1)=[O:7])([CH3:4])([CH3:3])[CH3:2].[CH2:24]([C:31]1[S:35][C:34]([NH2:36])=[N:33][N:32]=1)[C:25]1[CH:30]=[CH:29][CH:28]=[CH:27][CH:26]=1.C(N(C(C)C)CC)(C)C. (2) Given the product [F:22][C:10]1[C:9]2[O:8][C:5]3[C:4]([C:15]4([CH2:19][O:18][C:17]([NH2:20])=[N:16]4)[C:14]=2[CH:13]=[C:12]([C:9]2[CH:10]=[N:11][CH:12]=[CH:13][CH:14]=2)[N:11]=1)=[CH:3][C:2]([C:25]1[CH:24]=[N:23][CH:28]=[CH:27][CH:26]=1)=[CH:7][CH:6]=3, predict the reactants needed to synthesize it. The reactants are: Br[C:2]1[CH:3]=[C:4]2[C:15]3([CH2:19][O:18][C:17]([NH2:20])=[N:16]3)[C:14]3[CH:13]=[C:12](Cl)[N:11]=[C:10]([F:22])[C:9]=3[O:8][C:5]2=[CH:6][CH:7]=1.[N:23]1[CH:28]=[CH:27][CH:26]=[C:25](B(O)O)[CH:24]=1.P([O-])([O-])([O-])=O.[K+].[K+].[K+].C(Cl)Cl. (3) Given the product [Br:1][C:2]1[S:6][C:5]([C:7](=[O:9])[CH3:12])=[C:4]([Cl:10])[CH:3]=1, predict the reactants needed to synthesize it. The reactants are: [Br:1][C:2]1[S:6][C:5]([C:7]([OH:9])=O)=[C:4]([Cl:10])[CH:3]=1.Cl.[CH3:12]NOC.CCN=C=NCCCN(C)C.C[Mg]Br. (4) Given the product [Cl:27][C:24]1[CH:25]=[CH:26][C:21]([NH:20][C:7]([C:6]2[CH:10]=[C:2]([CH3:1])[CH:3]=[CH:4][C:5]=2[N+:11]([O-:13])=[O:12])=[O:9])=[N:22][CH:23]=1, predict the reactants needed to synthesize it. The reactants are: [CH3:1][C:2]1[CH:3]=[CH:4][C:5]([N+:11]([O-:13])=[O:12])=[C:6]([CH:10]=1)[C:7]([OH:9])=O.C(Cl)(=O)C(Cl)=O.[NH2:20][C:21]1[CH:26]=[CH:25][C:24]([Cl:27])=[CH:23][N:22]=1.N1C=CC=CC=1.